From a dataset of CYP3A4 inhibition data for predicting drug metabolism from PubChem BioAssay. Regression/Classification. Given a drug SMILES string, predict its absorption, distribution, metabolism, or excretion properties. Task type varies by dataset: regression for continuous measurements (e.g., permeability, clearance, half-life) or binary classification for categorical outcomes (e.g., BBB penetration, CYP inhibition). Dataset: cyp3a4_veith. The compound is O=C(O)/C=C1\NC(=O)c2ccccc21. The result is 0 (non-inhibitor).